From a dataset of Full USPTO retrosynthesis dataset with 1.9M reactions from patents (1976-2016). Predict the reactants needed to synthesize the given product. (1) The reactants are: [F:1][C:2]([F:18])([F:17])[C:3]1[CH:8]=[C:7]([C:9]([F:12])([F:11])[F:10])[CH:6]=[CH:5][C:4]=1[C:13]#[C:14][CH2:15][OH:16]. Given the product [F:1][C:2]([F:17])([F:18])[C:3]1[CH:8]=[C:7]([C:9]([F:10])([F:11])[F:12])[CH:6]=[CH:5][C:4]=1[CH2:13][CH2:14][CH2:15][OH:16], predict the reactants needed to synthesize it. (2) Given the product [O:1]1[C:5]2[CH:6]=[C:7]([C:10]3[C:18]4[C:13](=[CH:14][C:15]([F:19])=[CH:16][CH:17]=4)[NH:12][CH:11]=3)[CH:8]=[CH:9][C:4]=2[CH:3]=[CH:2]1, predict the reactants needed to synthesize it. The reactants are: [O:1]1[C:5]2[CH:6]=[C:7]([C:10]3[C:18]4[C:13](=[CH:14][C:15]([F:19])=[CH:16][CH:17]=4)[N:12](C(OC(C)(C)C)=O)[CH:11]=3)[CH:8]=[CH:9][C:4]=2[CH:3]=[CH:2]1. (3) Given the product [Cl:7][C:8]1[N:13]=[CH:12][N:11]=[C:10]([O:14][C:15]2[CH:16]=[C:17]3[C:22](=[CH:23][CH:24]=2)[C:1]([C:2]([Cl:4])=[O:3])=[N:20][CH:19]=[CH:18]3)[CH:9]=1, predict the reactants needed to synthesize it. The reactants are: [C:1](Cl)(=O)[C:2]([Cl:4])=[O:3].[Cl:7][C:8]1[N:13]=[CH:12][N:11]=[C:10]([O:14][C:15]2[CH:16]=[C:17]3[C:22](=[CH:23][CH:24]=2)C(C(O)=O)=[N:20][CH:19]=[CH:18]3)[CH:9]=1.CN(C=O)C.